The task is: Predict the product of the given reaction.. This data is from Forward reaction prediction with 1.9M reactions from USPTO patents (1976-2016). (1) Given the reactants [O:1]=[C:2]1[C@H:13]([CH2:14][C:15]([O:17]C(C)(C)C)=O)[CH2:12][CH:11]=[CH:10][CH2:9][CH2:8][C:7](=[O:22])[O:6][C@H:5]([C:23]2[CH:28]=[CH:27][CH:26]=[CH:25][CH:24]=2)[CH2:4][NH:3]1.FC(F)(F)C(O)=O.O=C1[C@H](CC(O)=O)CC=CCCC(=O)O[C@H](C2C=CC=CC=2)CN1.C(Cl)CCl.C1C=CC2N(O)N=NC=2C=1.[Cl:74][C:75]1[CH:82]=[CH:81][C:78]([CH2:79][NH2:80])=[CH:77][CH:76]=1.CCN(C(C)C)C(C)C, predict the reaction product. The product is: [Cl:74][C:75]1[CH:82]=[CH:81][C:78]([CH2:79][NH:80][C:15](=[O:17])[CH2:14][C@@H:13]2[CH2:12][CH:11]=[CH:10][CH2:9][CH2:8][C:7](=[O:22])[O:6][C@H:5]([C:23]3[CH:24]=[CH:25][CH:26]=[CH:27][CH:28]=3)[CH2:4][NH:3][C:2]2=[O:1])=[CH:77][CH:76]=1. (2) Given the reactants [CH3:1][O:2][C:3]1[CH:4]=[C:5]2[C:10](=[CH:11][CH:12]=1)[C:9](=[O:13])[CH:8]([CH2:14][C:15]([O:17][CH2:18][CH3:19])=[O:16])[CH2:7][CH2:6]2.[H-].[Na+].[F:22][C:23]([F:27])([F:26])[CH2:24]I, predict the reaction product. The product is: [CH3:1][O:2][C:3]1[CH:4]=[C:5]2[C:10](=[CH:11][CH:12]=1)[C:9](=[O:13])[C:8]([CH2:14][C:15]([O:17][CH2:18][CH3:19])=[O:16])([CH2:24][C:23]([F:27])([F:26])[F:22])[CH2:7][CH2:6]2.